From a dataset of Catalyst prediction with 721,799 reactions and 888 catalyst types from USPTO. Predict which catalyst facilitates the given reaction. (1) Reactant: [C:1]([Si:5]([CH3:14])([CH3:13])[O:6][CH2:7][C:8]([CH3:12])([CH3:11])[CH2:9][OH:10])([CH3:4])([CH3:3])[CH3:2].CC(OI1(OC(C)=O)(OC(C)=O)OC(=O)C2C=CC=CC1=2)=O. Product: [C:1]([Si:5]([CH3:14])([CH3:13])[O:6][CH2:7][C:8]([CH3:12])([CH3:11])[CH:9]=[O:10])([CH3:4])([CH3:3])[CH3:2]. The catalyst class is: 2. (2) Reactant: [CH3:1][CH:2]1[CH2:7][CH2:6][N:5]([C:8]2[C:13]([CH2:14][NH2:15])=[CH:12][CH:11]=[C:10]([C:16]([F:19])([F:18])[F:17])[N:9]=2)[CH2:4][CH2:3]1.C(N(CC)CC)C.C1([O:33][C:34](=O)[NH:35][C:36]2[CH:37]=[N:38][C:39]([NH:42][CH2:43][CH2:44][O:45]C)=[CH:40][CH:41]=2)C=CC=CC=1. Product: [OH:45][CH2:44][CH2:43][NH:42][C:39]1[N:38]=[CH:37][C:36]([NH:35][C:34]([NH:15][CH2:14][C:13]2[C:8]([N:5]3[CH2:4][CH2:3][CH:2]([CH3:1])[CH2:7][CH2:6]3)=[N:9][C:10]([C:16]([F:19])([F:17])[F:18])=[CH:11][CH:12]=2)=[O:33])=[CH:41][CH:40]=1. The catalyst class is: 10.